From a dataset of Forward reaction prediction with 1.9M reactions from USPTO patents (1976-2016). Predict the product of the given reaction. (1) Given the reactants [O:1]=[C:2]1[C:6]2([CH2:11][CH2:10][N:9]([C:12]([O:14][C:15]([CH3:18])([CH3:17])[CH3:16])=[O:13])[CH2:8][CH2:7]2)[CH2:5][CH2:4][NH:3]1.Br[C:20]1[CH:25]=[CH:24][C:23]([S:26]([CH3:29])(=[O:28])=[O:27])=[CH:22][N:21]=1.CC1(C)C2C(=C(P(C3C=CC=CC=3)C3C=CC=CC=3)C=CC=2)OC2C(P(C3C=CC=CC=3)C3C=CC=CC=3)=CC=CC1=2.C([O-])([O-])=O.[Cs+].[Cs+], predict the reaction product. The product is: [CH3:29][S:26]([C:23]1[CH:24]=[CH:25][C:20]([N:3]2[CH2:4][CH2:5][C:6]3([CH2:11][CH2:10][N:9]([C:12]([O:14][C:15]([CH3:18])([CH3:17])[CH3:16])=[O:13])[CH2:8][CH2:7]3)[C:2]2=[O:1])=[N:21][CH:22]=1)(=[O:28])=[O:27]. (2) Given the reactants [CH3:1][C:2]1[C:3]([CH2:14][S:15][C:16]2[N:20]([CH:21]([O:23][C:24](=[O:29])[C:25]([CH3:28])([CH3:27])[CH3:26])[CH3:22])[C:19]3[CH:30]=[CH:31][CH:32]=[CH:33][C:18]=3[N:17]=2)=[N:4][CH:5]=[CH:6][C:7]=1[O:8][CH2:9][C:10]([F:13])([F:12])[F:11].ClC1C=C(C=CC=1)C(OO)=[O:39], predict the reaction product. The product is: [CH3:27][C:25]([CH3:28])([CH3:26])[C:24]([O:23][CH:21]([N:20]1[C:19]2[CH:30]=[CH:31][CH:32]=[CH:33][C:18]=2[N:17]=[C:16]1[S:15]([CH2:14][C:3]1[C:2]([CH3:1])=[C:7]([O:8][CH2:9][C:10]([F:11])([F:13])[F:12])[CH:6]=[CH:5][N:4]=1)=[O:39])[CH3:22])=[O:29]. (3) Given the reactants [NH2:1][CH2:2][C:3]1[CH:8]=[CH:7][CH:6]=[CH:5][N:4]=1.[F:9][C:10]([F:36])([F:35])[C:11]1[CH:16]=[CH:15][C:14]([C:17]2[C:18]([C:23]([NH:25][C:26]3[CH:27]=[C:28]([C:32](O)=[O:33])[N:29]([CH3:31])[CH:30]=3)=[O:24])=[CH:19][CH:20]=[CH:21][CH:22]=2)=[CH:13][CH:12]=1.CN(C(ON1N=NC2C=CC=CC1=2)=[N+](C)C)C.[B-](F)(F)(F)F.C(N(C(C)C)C(C)C)C, predict the reaction product. The product is: [N:4]1[CH:5]=[CH:6][CH:7]=[CH:8][C:3]=1[CH2:2][NH:1][C:32]([C:28]1[N:29]([CH3:31])[CH:30]=[C:26]([NH:25][C:23]([C:18]2[C:17]([C:14]3[CH:13]=[CH:12][C:11]([C:10]([F:36])([F:9])[F:35])=[CH:16][CH:15]=3)=[CH:22][CH:21]=[CH:20][CH:19]=2)=[O:24])[CH:27]=1)=[O:33]. (4) Given the reactants [NH2:1][CH2:2][CH2:3][N:4]1[C:13]2[C:8](=[N:9][CH:10]=[C:11]([CH2:14][C:15]3[CH:20]=[CH:19][C:18]([F:21])=[CH:17][CH:16]=3)[CH:12]=2)[C:7]([OH:22])=[C:6]([C:23]([NH:25][CH2:26][CH2:27][O:28][CH2:29][CH3:30])=[O:24])[C:5]1=[O:31].C(N(C(C)C)CC)(C)C.Cl[C:42]([O:44][CH3:45])=[O:43], predict the reaction product. The product is: [CH2:29]([O:28][CH2:27][CH2:26][NH:25][C:23]([C:6]1[C:5](=[O:31])[N:4]([CH2:3][CH2:2][NH:1][C:42](=[O:43])[O:44][CH3:45])[C:13]2[C:8]([C:7]=1[OH:22])=[N:9][CH:10]=[C:11]([CH2:14][C:15]1[CH:16]=[CH:17][C:18]([F:21])=[CH:19][CH:20]=1)[CH:12]=2)=[O:24])[CH3:30].